From a dataset of Full USPTO retrosynthesis dataset with 1.9M reactions from patents (1976-2016). Predict the reactants needed to synthesize the given product. (1) The reactants are: Br[C:2]1[CH:10]=[C:9]2[C:5]([C:6]([CH3:17])=[N:7][N:8]2[C:11]2[CH:16]=[CH:15][CH:14]=[CH:13][CH:12]=2)=[CH:4][CH:3]=1.[NH:18]1[CH2:23][CH2:22][NH:21][CH2:20][CH2:19]1.C([O-])([O-])=O.[Cs+].[Cs+].C1C=CC(P(C2C(C3C(P(C4C=CC=CC=4)C4C=CC=CC=4)=CC=C4C=3C=CC=C4)=C3C(C=CC=C3)=CC=2)C2C=CC=CC=2)=CC=1. Given the product [CH3:17][C:6]1[C:5]2[C:9](=[CH:10][C:2]([N:18]3[CH2:23][CH2:22][NH:21][CH2:20][CH2:19]3)=[CH:3][CH:4]=2)[N:8]([C:11]2[CH:16]=[CH:15][CH:14]=[CH:13][CH:12]=2)[N:7]=1, predict the reactants needed to synthesize it. (2) Given the product [OH:20][C:12]1[C:13]2[C:18]([CH3:19])=[N:17][CH:16]=[N:15][C:14]=2[N:9]([OH:8])[C:10](=[O:22])[C:11]=1[CH3:21], predict the reactants needed to synthesize it. The reactants are: C([O:8][N:9]1[C:14]2[N:15]=[CH:16][N:17]=[C:18]([CH3:19])[C:13]=2[C:12]([OH:20])=[C:11]([CH3:21])[C:10]1=[O:22])C1C=CC=CC=1.[H][H]. (3) Given the product [CH3:1][C@H:2]1[CH2:3][N:4]([CH2:8][C:9]2[CH:14]=[CH:13][C:12]([N:15]3[CH2:16][CH2:17][O:18][CH2:19][CH2:20]3)=[CH:11][C:10]=2[O:21][C:22]([F:25])([F:23])[F:24])[CH2:5][CH2:6][N:7]1[C:26]([O:27][N:28]1[C:32](=[O:33])[CH2:31][CH2:30][C:29]1=[O:34])=[O:35], predict the reactants needed to synthesize it. The reactants are: [CH3:1][C@@H:2]1[NH:7][CH2:6][CH2:5][N:4]([CH2:8][C:9]2[CH:14]=[CH:13][C:12]([N:15]3[CH2:20][CH2:19][O:18][CH2:17][CH2:16]3)=[CH:11][C:10]=2[O:21][C:22]([F:25])([F:24])[F:23])[CH2:3]1.[C:26](=O)([O:35]N1C(=O)CCC1=O)[O:27][N:28]1[C:32](=[O:33])[CH2:31][CH2:30][C:29]1=[O:34].C(N(CC)CC)C. (4) Given the product [CH2:10]([C:3]1[CH:4]=[C:5]([C:6]#[N:7])[CH:8]=[CH:9][C:2]=1[C:12]1[CH:17]=[CH:16][CH:15]=[CH:14][CH:13]=1)[CH3:11], predict the reactants needed to synthesize it. The reactants are: Br[C:2]1[CH:9]=[CH:8][C:5]([C:6]#[N:7])=[CH:4][C:3]=1[CH2:10][CH3:11].[C:12]1(B(O)O)[CH:17]=[CH:16][CH:15]=[CH:14][CH:13]=1.C([O-])([O-])=O.[K+].[K+].[NH4+].[Cl-]. (5) Given the product [OH:57][C:54]([C:51]1[CH:52]=[CH:53][C:48]([C:2]2[N:6]3[CH:7]=[N:8][C:9]4[N:13]([S:14]([C:17]5[CH:23]=[CH:22][C:20]([CH3:21])=[CH:19][CH:18]=5)(=[O:16])=[O:15])[CH:12]=[CH:11][C:10]=4[C:5]3=[C:4]([CH:24]3[CH2:29][CH2:28][CH2:27][N:26]([C:30]([O:32][CH2:33][C:34]4[CH:39]=[CH:38][CH:37]=[CH:36][CH:35]=4)=[O:31])[CH2:25]3)[N:3]=2)=[CH:49][CH:50]=1)([CH3:56])[CH3:55], predict the reactants needed to synthesize it. The reactants are: Br[C:2]1[N:6]2[CH:7]=[N:8][C:9]3[N:13]([S:14]([C:17]4[CH:23]=[CH:22][C:20]([CH3:21])=[CH:19][CH:18]=4)(=[O:16])=[O:15])[CH:12]=[CH:11][C:10]=3[C:5]2=[C:4]([CH:24]2[CH2:29][CH2:28][CH2:27][N:26]([C:30]([O:32][CH2:33][C:34]3[CH:39]=[CH:38][CH:37]=[CH:36][CH:35]=3)=[O:31])[CH2:25]2)[N:3]=1.CC1(C)C(C)(C)OB([C:48]2[CH:53]=[CH:52][C:51]([C:54]([OH:57])([CH3:56])[CH3:55])=[CH:50][CH:49]=2)O1.C(=O)([O-])[O-].[Cs+].[Cs+].